This data is from Forward reaction prediction with 1.9M reactions from USPTO patents (1976-2016). The task is: Predict the product of the given reaction. (1) Given the reactants [CH3:1][C:2]1[CH:10]=[CH:9][CH:8]=[CH:7][C:3]=1[C:4](O)=[O:5].CN(C=O)C.C(Cl)(=O)C([Cl:19])=O, predict the reaction product. The product is: [CH3:1][C:2]1[CH:10]=[CH:9][CH:8]=[CH:7][C:3]=1[C:4]([Cl:19])=[O:5]. (2) Given the reactants [NH2:1][N:2]1[N:11]=[C:10]([C:12]2[CH:17]=[CH:16][C:15]([Cl:18])=[CH:14][CH:13]=2)[C:9]2[C:4](=[CH:5][CH:6]=[CH:7][CH:8]=2)[C:3]1=[O:19].[CH3:20][O:21][C:22]1[CH:23]=[C:24]([CH2:28][C:29](O)=[O:30])[CH:25]=[CH:26][CH:27]=1, predict the reaction product. The product is: [Cl:18][C:15]1[CH:16]=[CH:17][C:12]([C:10]2[C:9]3[C:4](=[CH:5][CH:6]=[CH:7][CH:8]=3)[C:3](=[O:19])[N:2]([NH:1][C:29](=[O:30])[CH2:28][C:24]3[CH:25]=[CH:26][CH:27]=[C:22]([O:21][CH3:20])[CH:23]=3)[N:11]=2)=[CH:13][CH:14]=1. (3) The product is: [Br:1][C:2]1[CH:11]=[CH:10][CH:9]=[C:8]2[C:3]=1[CH2:4][C@H:5]([CH2:13][O:14][Si:15]([C:18]([CH3:20])([CH3:19])[CH3:21])([CH3:17])[CH3:16])[N:6]([C:31](=[O:32])[CH2:30][C:24]1[C:25]([F:29])=[CH:26][CH:27]=[CH:28][C:23]=1[Cl:22])[C@H:7]2[CH3:12]. Given the reactants [Br:1][C:2]1[CH:11]=[CH:10][CH:9]=[C:8]2[C:3]=1[CH2:4][C@H:5]([CH2:13][O:14][Si:15]([C:18]([CH3:21])([CH3:20])[CH3:19])([CH3:17])[CH3:16])[NH:6][C@H:7]2[CH3:12].[Cl:22][C:23]1[CH:28]=[CH:27][CH:26]=[C:25]([F:29])[C:24]=1[CH2:30][C:31](O)=[O:32].F[P-](F)(F)(F)(F)F.N1(OC(N(C)C)=[N+](C)C)C2N=CC=CC=2N=N1.C(N(C(C)C)CC)(C)C, predict the reaction product.